The task is: Predict the reaction yield, written as a fraction of the theoretical maximum amount of product (1.0 means a 100% yield; for example, 0.34 means a 34% yield).. This data is from Reaction yield outcomes from USPTO patents with 853,638 reactions. (1) The reactants are [CH3:1][O:2][C:3](=[O:13])[C:4]([CH2:6][N:7]1[CH2:12][CH2:11][O:10][CH2:9][CH2:8]1)=[CH2:5].O([CH2:16][N:17]([CH2:23][C:24]1[CH:29]=[CH:28][CH:27]=[CH:26][CH:25]=1)[CH2:18][Si](C)(C)C)C.FC(F)(F)C(O)=O. The catalyst is ClCCl. The product is [CH3:1][O:2][C:3]([C:4]1([CH2:6][N:7]2[CH2:12][CH2:11][O:10][CH2:9][CH2:8]2)[CH2:5][CH2:16][N:17]([CH2:23][C:24]2[CH:25]=[CH:26][CH:27]=[CH:28][CH:29]=2)[CH2:18]1)=[O:13]. The yield is 0.450. (2) The reactants are [Cl:1][C:2]1[CH:7]=[CH:6][C:5]([O:8]C)=[CH:4][C:3]=1[CH:10]([CH3:28])[C:11]([C:17]1[CH:18]=[CH:19][C:20]2[O:24][C:23](=[O:25])[N:22]([CH3:26])[C:21]=2[CH:27]=1)([OH:16])[C:12]([F:15])([F:14])[F:13].C([O-])(O)=O.[Na+]. The catalyst is C(Cl)Cl. The product is [Cl:1][C:2]1[CH:7]=[CH:6][C:5]([OH:8])=[CH:4][C:3]=1[CH:10]([CH3:28])[C:11]([C:17]1[CH:18]=[CH:19][C:20]2[O:24][C:23](=[O:25])[N:22]([CH3:26])[C:21]=2[CH:27]=1)([OH:16])[C:12]([F:13])([F:14])[F:15]. The yield is 0.670.